Dataset: Catalyst prediction with 721,799 reactions and 888 catalyst types from USPTO. Task: Predict which catalyst facilitates the given reaction. (1) The catalyst class is: 2. Reactant: [NH2:1][CH2:2][C:3]1[CH:4]=[C:5]2[C:10](=[CH:11][N:12]=1)[CH2:9][N:8]([C:13]1[C:18]([F:19])=[C:17]([O:20][CH3:21])[CH:16]=[C:15]([O:22][CH3:23])[C:14]=1[F:24])[C:7](=[O:25])[C:6]12[CH2:27][CH2:26]1.C(N(CC)C(C)C)(C)C.[C:37](Cl)(=[O:40])[CH:38]=[CH2:39]. Product: [F:24][C:14]1[C:15]([O:22][CH3:23])=[CH:16][C:17]([O:20][CH3:21])=[C:18]([F:19])[C:13]=1[N:8]1[C:7](=[O:25])[C:6]2([CH2:27][CH2:26]2)[C:5]2[C:10](=[CH:11][N:12]=[C:3]([CH2:2][NH:1][C:37](=[O:40])[CH:38]=[CH2:39])[CH:4]=2)[CH2:9]1. (2) Reactant: [CH3:1][O:2][C:3]1[CH:40]=[CH:39][C:6]([CH2:7][N:8]2[C:12]([C:13]3[C:17]([N+:18]([O-])=O)=[CH:16][N:15]([CH2:21][C:22]4[CH:27]=[CH:26][C:25]([O:28][CH3:29])=[CH:24][CH:23]=4)[N:14]=3)=[N:11][N:10]([CH2:30][CH2:31][N:32]3[CH2:37][CH2:36][O:35][CH2:34][CH2:33]3)[C:9]2=[O:38])=[CH:5][CH:4]=1. Product: [NH2:18][C:17]1[C:13]([C:12]2[N:8]([CH2:7][C:6]3[CH:5]=[CH:4][C:3]([O:2][CH3:1])=[CH:40][CH:39]=3)[C:9](=[O:38])[N:10]([CH2:30][CH2:31][N:32]3[CH2:37][CH2:36][O:35][CH2:34][CH2:33]3)[N:11]=2)=[N:14][N:15]([CH2:21][C:22]2[CH:27]=[CH:26][C:25]([O:28][CH3:29])=[CH:24][CH:23]=2)[CH:16]=1. The catalyst class is: 5. (3) Reactant: [Li+].C[Si]([N-][Si](C)(C)C)(C)C.[NH2:11][C:12]1[CH:17]=[CH:16][CH:15]=[CH:14][CH:13]=1.[Cl:18][C:19]1[C:24](F)=[C:23]([N+:26]([O-:28])=[O:27])[CH:22]=[CH:21][C:20]=1[F:29]. Product: [Cl:18][C:19]1[C:20]([F:29])=[CH:21][CH:22]=[C:23]([N+:26]([O-:28])=[O:27])[C:24]=1[NH:11][C:12]1[CH:17]=[CH:16][CH:15]=[CH:14][CH:13]=1. The catalyst class is: 1. (4) Reactant: [Cl-].[Ca+2].[Cl-].[O:4]1[CH:6]([CH2:7][CH2:8][CH2:9][CH2:10][CH2:11][CH2:12][CH2:13][CH2:14][CH2:15][CH3:16])[CH2:5]1.S(=O)(=O)(O)O.[CH2:22]([OH:27])[CH2:23][CH:24]([OH:26])[CH3:25].C(=O)([O-])O.[Na+]. Product: [OH:4][CH2:5][CH2:6][CH2:7][CH2:8][CH2:9][CH2:10][CH2:11][CH2:12][CH2:13][CH2:14][CH2:15][CH2:16][O:27][CH2:22][CH2:23][CH:24]([OH:26])[CH3:25]. The catalyst class is: 6. (5) Reactant: [C:1]([OH:20])(=O)[CH2:2][CH2:3][CH2:4][CH2:5][CH2:6][CH2:7][CH2:8][CH2:9][CH2:10][CH2:11][CH2:12][CH2:13][CH2:14][CH2:15][CH2:16][CH2:17][CH3:18]. Product: [CH3:17][CH2:16][CH2:15][CH2:14][CH2:13][CH2:12][CH2:11][CH2:10][CH2:9][CH2:8][CH2:7][CH2:6][CH2:5][CH2:4][CH2:3][CH2:2][CH2:1][C:1]([CH2:2][CH2:3][CH2:4][CH2:5][CH2:6][CH2:7][CH2:8][CH2:9][CH2:10][CH2:11][CH2:12][CH2:13][CH2:14][CH2:15][CH2:16][CH2:17][CH3:18])=[O:20]. The catalyst class is: 697.